Dataset: Human liver microsome stability data. Task: Regression/Classification. Given a drug SMILES string, predict its absorption, distribution, metabolism, or excretion properties. Task type varies by dataset: regression for continuous measurements (e.g., permeability, clearance, half-life) or binary classification for categorical outcomes (e.g., BBB penetration, CYP inhibition). Dataset: hlm. (1) The molecule is Cc1c2c(n3c1CCCN1C[C@H](O)C[C@@H]1CNc1cc-3ccc1C(N)=O)CC(C)(C)CC2=O. The result is 1 (stable in human liver microsomes). (2) The compound is Cc1cccc(NC(=O)c2nn(C)c(-c3ccc(Cl)c(Cl)c3)c2C)n1. The result is 0 (unstable in human liver microsomes). (3) The compound is Cn1c(-c2ccncc2)c(C2CCCC2)c2ccc(C(=O)NC3(C(=O)Nc4ccc(C=CC(=O)O)cc4)CCC3)cc21. The result is 0 (unstable in human liver microsomes). (4) The drug is CC(C)CN1C(=O)CN(Cc2ccc(-c3ccc(F)c(CN4CCS(=O)(=O)CC4)n3)cc2)C1=O. The result is 1 (stable in human liver microsomes). (5) The molecule is CC[C@H](C)[C@@H]1NCCOc2ccccc2CCCNC(=O)[C@@H](Cc2ccc(Cl)cc2)NC(=O)[C@@H](C)N(C)C1=O. The result is 0 (unstable in human liver microsomes). (6) The drug is COCCOc1cc2c(N3CCN(C(=O)Nc4ccc(C#N)cc4)CC3)ncnc2cc1OCCN1CCCCC1. The result is 1 (stable in human liver microsomes). (7) The drug is Cc1cccc(Nc2sc(-c3cccc(C(F)(F)F)c3)cc2C(N)=O)n1. The result is 0 (unstable in human liver microsomes). (8) The compound is COc1cccc(C2(O)CC(C(F)(F)F)=NN2C(=O)Cc2ccccc2)c1. The result is 1 (stable in human liver microsomes). (9) The molecule is CC1=CSC(OCC(F)(F)F)(c2ccc(Br)cc2)c2noc(=O)n21. The result is 0 (unstable in human liver microsomes). (10) The compound is O=C(NC1CCOCC1)c1nn(-c2ccc(F)cc2F)c2c1C[C@H]1C[C@@H]21. The result is 0 (unstable in human liver microsomes).